Dataset: Forward reaction prediction with 1.9M reactions from USPTO patents (1976-2016). Task: Predict the product of the given reaction. (1) Given the reactants B(Cl)(Cl)Cl.[F:5][C:6]1[CH:11]=[CH:10][C:9]([NH2:12])=[CH:8][C:7]=1[F:13].[C:14]([C:16]1[CH:17]=[N:18][CH:19]=[CH:20][CH:21]=1)#N.Cl.[OH-:23].[Na+], predict the reaction product. The product is: [NH2:12][C:9]1[C:10]([C:14]([C:16]2[CH:17]=[N:18][CH:19]=[CH:20][CH:21]=2)=[O:23])=[CH:11][C:6]([F:5])=[C:7]([F:13])[CH:8]=1. (2) Given the reactants [Cl:1][C:2]1[CH:28]=[CH:27][C:5]([O:6][C:7]2[CH:12]=[CH:11][C:10]([N:13]3[C@@H:17]([C:18]4[CH:23]=[CH:22][CH:21]=[CH:20][CH:19]=4)[C@H:16]([CH2:24]O)[O:15][C:14]3=[O:26])=[CH:9][CH:8]=2)=[CH:4][CH:3]=1.C([N:31](CC)CC)C.S(Cl)(C)(=O)=O.[N-]=[N+]=[N-].[Na+].C1(P(C2C=CC=CC=2)C2C=CC=CC=2)C=CC=CC=1, predict the reaction product. The product is: [Cl:1][C:2]1[CH:28]=[CH:27][C:5]([O:6][C:7]2[CH:12]=[CH:11][C:10]([N:13]3[C@@H:17]([C:18]4[CH:23]=[CH:22][CH:21]=[CH:20][CH:19]=4)[C@H:16]([CH2:24][NH2:31])[O:15][C:14]3=[O:26])=[CH:9][CH:8]=2)=[CH:4][CH:3]=1. (3) Given the reactants [Cl:1][C:2]1[C:3]([F:37])=[C:4]([C@@H:8]2[C@:12]([C:15]3[CH:20]=[CH:19][C:18]([Cl:21])=[CH:17][C:16]=3[F:22])([C:13]#[N:14])[C@H:11]([CH2:23][C:24]([CH3:27])([CH3:26])[CH3:25])[CH2:10][N:9]2[C:28]([NH:30][CH2:31][CH2:32][CH2:33][C:34]([OH:36])=O)=[O:29])[CH:5]=[CH:6][CH:7]=1.C[CH2:39][N:40](C(C)C)C(C)C.CN(C(ON1N=NC2C=CC=CC1=2)=[N+](C)C)C.F[P-](F)(F)(F)(F)F.Cl.CN, predict the reaction product. The product is: [CH3:39][NH:40][C:34]([CH2:33][CH2:32][CH2:31][NH:30][C:28]([N:9]1[CH2:10][CH:11]([CH2:23][C:24]([CH3:26])([CH3:27])[CH3:25])[C:12]([C:15]2[CH:20]=[CH:19][C:18]([Cl:21])=[CH:17][C:16]=2[F:22])([C:13]#[N:14])[CH:8]1[C:4]1[CH:5]=[CH:6][CH:7]=[C:2]([Cl:1])[C:3]=1[F:37])=[O:29])=[O:36]. (4) The product is: [OH:15][CH2:14][CH:11]1[CH2:12][CH2:13][C:8]([C:17]([F:18])([F:19])[F:20])([OH:7])[CH2:9][CH2:10]1. Given the reactants [H-].[H-].[H-].[H-].[Li+].[Al+3].[OH:7][C:8]1([C:17]([F:20])([F:19])[F:18])[CH2:13][CH2:12][CH:11]([C:14](O)=[O:15])[CH2:10][CH2:9]1.O.[OH-].[Na+], predict the reaction product. (5) Given the reactants [CH3:1][N:2]1[C:7](=[O:8])[CH:6]=[C:5]([N:9]2[CH2:14][CH2:13][O:12][CH2:11][CH2:10]2)[N:4]=[C:3]1[CH2:15][C:16]([O-:18])=O.[Na+].[F:20][C:21]1[CH:22]=[C:23]([CH:25]=[CH:26][C:27]=1[F:28])[NH2:24].Cl.CN(C)CCCN=C=NCC, predict the reaction product. The product is: [F:20][C:21]1[CH:22]=[C:23]([NH:24][C:16](=[O:18])[CH2:15][C:3]2[N:2]([CH3:1])[C:7](=[O:8])[CH:6]=[C:5]([N:9]3[CH2:10][CH2:11][O:12][CH2:13][CH2:14]3)[N:4]=2)[CH:25]=[CH:26][C:27]=1[F:28]. (6) The product is: [CH3:5][N:6]1[CH2:7][CH2:8][N:9]([C:12]2[CH:17]=[C:16]([CH2:18][C:19]([O:21][CH3:22])=[O:20])[CH:15]=[CH:14][N:13]=2)[CH2:10][CH2:11]1. Given the reactants S(Cl)(Cl)=O.[CH3:5][N:6]1[CH2:11][CH2:10][N:9]([C:12]2[CH:17]=[C:16]([CH2:18][C:19]([OH:21])=[O:20])[CH:15]=[CH:14][N:13]=2)[CH2:8][CH2:7]1.[CH3:22]O, predict the reaction product.